From a dataset of Full USPTO retrosynthesis dataset with 1.9M reactions from patents (1976-2016). Predict the reactants needed to synthesize the given product. (1) Given the product [CH:10]1[C:11]2[N:12]([CH2:22][CH2:23][CH2:24][CH2:25][CH2:26][CH2:27][N:28]3[C:29]4[CH:30]=[CH:31][CH:32]=[CH:33][C:34]=4[S:35][C:36]4[C:41]3=[CH:40][CH:39]=[CH:38][CH:37]=4)[C:13]3[C:18](=[CH:17][CH:16]=[CH:15][CH:14]=3)[S:19][C:20]=2[CH:21]=[CH:8][CH:9]=1, predict the reactants needed to synthesize it. The reactants are: P(Cl)(Cl)(Cl)=O.C([C:8]1[CH:9]=[CH:10][C:11]2[N:12]([CH2:22][CH2:23][CH2:24][CH2:25][CH2:26][CH2:27][N:28]3[C:41]4[CH:40]=[CH:39][C:38](C=O)=[CH:37][C:36]=4[S:35][C:34]4[C:29]3=[CH:30][CH:31]=[CH:32][CH:33]=4)[C:13]3[C:18]([S:19][C:20]=2[CH:21]=1)=[CH:17][CH:16]=[CH:15][CH:14]=3)=O. (2) The reactants are: [CH2:1]([C:8]1[CH:17]=[C:16]2[C:11]([C:12](O)=[C:13]([N+:18]([O-:20])=[O:19])[CH:14]=[N:15]2)=[CH:10][CH:9]=1)[C:2]1[CH:7]=[CH:6][CH:5]=[CH:4][CH:3]=1.[CH2:22]([C:29]1[CH:30]=[C:31]2[C:36](=[CH:37][CH:38]=1)[N:35]=[CH:34][C:33]([N+:39]([O-:41])=[O:40])=[C:32]2O)[C:23]1[CH:28]=[CH:27][CH:26]=[CH:25][CH:24]=1.P(Cl)(Cl)([Cl:45])=O. Given the product [CH2:1]([C:8]1[CH:17]=[C:16]2[C:11]([C:12]([Cl:45])=[C:13]([N+:18]([O-:20])=[O:19])[CH:14]=[N:15]2)=[CH:10][CH:9]=1)[C:2]1[CH:7]=[CH:6][CH:5]=[CH:4][CH:3]=1.[CH2:22]([C:29]1[CH:30]=[C:31]2[C:36](=[CH:37][CH:38]=1)[N:35]=[CH:34][C:33]([N+:39]([O-:41])=[O:40])=[C:32]2[Cl:45])[C:23]1[CH:28]=[CH:27][CH:26]=[CH:25][CH:24]=1, predict the reactants needed to synthesize it. (3) Given the product [OH:37][CH2:36][CH2:35][N:34]([CH3:33])[C:29](=[O:30])[C@@H:28]([O:27][C:25]1[CH:24]=[CH:23][CH:22]=[C:21]2[C:26]=1[C:17]([NH:16][C:4]1[CH:5]=[CH:6][C:7]([O:8][C:9]3[CH:10]=[N:11][C:12]([CH3:15])=[CH:13][CH:14]=3)=[C:2]([CH3:1])[CH:3]=1)=[N:18][CH:19]=[N:20]2)[CH3:32], predict the reactants needed to synthesize it. The reactants are: [CH3:1][C:2]1[CH:3]=[C:4]([NH:16][C:17]2[C:26]3[C:21](=[CH:22][CH:23]=[CH:24][C:25]=3[O:27][C@@H:28]([CH3:32])[C:29](O)=[O:30])[N:20]=[CH:19][N:18]=2)[CH:5]=[CH:6][C:7]=1[O:8][C:9]1[CH:10]=[N:11][C:12]([CH3:15])=[CH:13][CH:14]=1.[CH3:33][NH:34][CH2:35][CH2:36][OH:37]. (4) Given the product [Cl:1][C:2]1[CH:26]=[CH:25][C:5]([CH2:6][N:7]2[C:15]3[C:10](=[CH:11][C:12]([CH:16]=[C:17]4[S:21][C:20]([N:31]5[CH2:35][CH2:34][CH:33]([C:36]([OH:38])=[O:37])[CH2:32]5)=[N:19][C:18]4=[O:24])=[CH:13][CH:14]=3)[CH:9]=[N:8]2)=[C:4]([C:27]([F:28])([F:30])[F:29])[CH:3]=1, predict the reactants needed to synthesize it. The reactants are: [Cl:1][C:2]1[CH:26]=[CH:25][C:5]([CH2:6][N:7]2[C:15]3[C:10](=[CH:11][C:12]([CH:16]=[C:17]4[S:21][C:20](SC)=[N:19][C:18]4=[O:24])=[CH:13][CH:14]=3)[CH:9]=[N:8]2)=[C:4]([C:27]([F:30])([F:29])[F:28])[CH:3]=1.[NH:31]1[CH2:35][CH2:34][CH:33]([C:36]([OH:38])=[O:37])[CH2:32]1. (5) Given the product [CH3:21][N:22]([CH2:19][C:11]1[N:12]=[C:13]2[CH:18]=[CH:17][CH:16]=[CH:15][N:14]2[C:10]=1[CH2:9][NH:5][C:6](=[O:8])[O:7][C:39]([CH3:40])([CH3:44])[CH3:38])[C@@H:23]1[C:32]2[N:31]=[CH:30][CH:29]=[CH:28][C:27]=2[CH2:26][CH2:25][CH2:24]1, predict the reactants needed to synthesize it. The reactants are: CC([N:5]([CH2:9][C:10]1[N:14]2[CH:15]=[CH:16][CH:17]=[CH:18][C:13]2=[N:12][C:11]=1[CH:19]=O)[C:6](=[O:8])[O-:7])(C)C.[CH3:21][NH:22][C@@H:23]1[C:32]2[N:31]=[CH:30][CH:29]=[CH:28][C:27]=2[CH2:26][CH2:25][CH2:24]1.CN(CC1N=C2C=CC=CN2[C:38]=1[C:39]1[CH:44]=CN=C[CH:40]=1)[C@@H]1[C:44]2N=CC=[CH:40][C:39]=2[CH2:38]CC1.